Dataset: NCI-60 drug combinations with 297,098 pairs across 59 cell lines. Task: Regression. Given two drug SMILES strings and cell line genomic features, predict the synergy score measuring deviation from expected non-interaction effect. (1) Drug 1: CCC1=C2CN3C(=CC4=C(C3=O)COC(=O)C4(CC)O)C2=NC5=C1C=C(C=C5)O. Drug 2: C(CC(=O)O)C(=O)CN.Cl. Cell line: LOX IMVI. Synergy scores: CSS=30.3, Synergy_ZIP=-2.59, Synergy_Bliss=-1.13, Synergy_Loewe=-30.8, Synergy_HSA=-2.14. (2) Drug 1: N.N.Cl[Pt+2]Cl. Drug 2: CC1C(C(CC(O1)OC2CC(CC3=C2C(=C4C(=C3O)C(=O)C5=CC=CC=C5C4=O)O)(C(=O)C)O)N)O. Cell line: IGROV1. Synergy scores: CSS=49.9, Synergy_ZIP=-1.09, Synergy_Bliss=-0.195, Synergy_Loewe=-31.1, Synergy_HSA=1.86. (3) Drug 1: CCC1(CC2CC(C3=C(CCN(C2)C1)C4=CC=CC=C4N3)(C5=C(C=C6C(=C5)C78CCN9C7C(C=CC9)(C(C(C8N6C=O)(C(=O)OC)O)OC(=O)C)CC)OC)C(=O)OC)O.OS(=O)(=O)O. Drug 2: CC1CCCC2(C(O2)CC(NC(=O)CC(C(C(=O)C(C1O)C)(C)C)O)C(=CC3=CSC(=N3)C)C)C. Cell line: HCT-15. Synergy scores: CSS=34.9, Synergy_ZIP=2.45, Synergy_Bliss=-1.87, Synergy_Loewe=-23.8, Synergy_HSA=-5.08. (4) Drug 1: CS(=O)(=O)OCCCCOS(=O)(=O)C. Drug 2: C1CC(=O)NC(=O)C1N2C(=O)C3=CC=CC=C3C2=O. Cell line: CCRF-CEM. Synergy scores: CSS=73.1, Synergy_ZIP=14.5, Synergy_Bliss=9.11, Synergy_Loewe=-2.13, Synergy_HSA=7.40.